This data is from Full USPTO retrosynthesis dataset with 1.9M reactions from patents (1976-2016). The task is: Predict the reactants needed to synthesize the given product. (1) The reactants are: [Cl:1][C:2]1[CH:3]=[CH:4][C:5]([N+:19]([O-])=O)=[C:6]([CH:18]=1)[CH:7]=[C:8]1[C:12]2[CH:13]=[CH:14][CH:15]=[CH:16][C:11]=2[C:10](=[O:17])[O:9]1.[Cl-].[NH4+].O. Given the product [NH2:19][C:5]1[CH:4]=[CH:3][C:2]([Cl:1])=[CH:18][C:6]=1[CH:7]=[C:8]1[C:12]2[CH:13]=[CH:14][CH:15]=[CH:16][C:11]=2[C:10](=[O:17])[O:9]1, predict the reactants needed to synthesize it. (2) Given the product [Cl:13][C:14]1[S:38][C:17]2[NH:18][C:19]([C:21]([NH:23][CH:24]3[CH2:33][C:32]4[C:27](=[CH:28][CH:29]=[CH:30][CH:31]=4)[N:26]([CH2:34][C:35]4[NH:36][N:3]=[N:2][N:1]=4)[C:25]3=[O:37])=[O:22])=[CH:20][C:16]=2[CH:15]=1, predict the reactants needed to synthesize it. The reactants are: [N-:1]=[N+:2]=[N-:3].[Na+].Cl.C(N(CC)CC)C.[Cl:13][C:14]1[S:38][C:17]2[NH:18][C:19]([C:21]([NH:23][CH:24]3[CH2:33][C:32]4[C:27](=[CH:28][CH:29]=[CH:30][CH:31]=4)[N:26]([CH2:34][C:35]#[N:36])[C:25]3=[O:37])=[O:22])=[CH:20][C:16]=2[CH:15]=1.